This data is from Full USPTO retrosynthesis dataset with 1.9M reactions from patents (1976-2016). The task is: Predict the reactants needed to synthesize the given product. Given the product [NH2:16][C:17]1[CH:25]=[CH:24][C:23]([C:26]([F:27])([F:28])[F:29])=[CH:22][C:18]=1[C:19]([NH:10][CH2:9][C:7]1[CH:8]=[C:3]([Br:2])[CH:4]=[CH:5][C:6]=1[S:11]([CH2:14][CH3:15])(=[O:13])=[O:12])=[O:20], predict the reactants needed to synthesize it. The reactants are: Cl.[Br:2][C:3]1[CH:4]=[CH:5][C:6]([S:11]([CH2:14][CH3:15])(=[O:13])=[O:12])=[C:7]([CH2:9][NH2:10])[CH:8]=1.[NH2:16][C:17]1[CH:25]=[CH:24][C:23]([C:26]([F:29])([F:28])[F:27])=[CH:22][C:18]=1[C:19](O)=[O:20].CN(C(ON1N=NC2C=CC=CC1=2)=[N+](C)C)C.F[P-](F)(F)(F)(F)F.CCN(C(C)C)C(C)C.